This data is from Full USPTO retrosynthesis dataset with 1.9M reactions from patents (1976-2016). The task is: Predict the reactants needed to synthesize the given product. Given the product [CH2:35]([NH:34][C@H:10]1[CH2:9][NH:8][CH2:12][C@H:11]1[CH2:13][N:14]([CH:31]([CH3:33])[CH3:32])[C:15](=[O:30])[C:16]1[CH:21]=[CH:20][C:19]([O:22][CH3:23])=[C:18]([O:24][CH2:25][CH2:26][CH2:27][O:28][CH3:29])[CH:17]=1)[C:36]1[CH:41]=[CH:40][CH:39]=[CH:38][CH:37]=1, predict the reactants needed to synthesize it. The reactants are: C(OC([N:8]1[CH2:12][C@@H:11]([CH2:13][N:14]([CH:31]([CH3:33])[CH3:32])[C:15](=[O:30])[C:16]2[CH:21]=[CH:20][C:19]([O:22][CH3:23])=[C:18]([O:24][CH2:25][CH2:26][CH2:27][O:28][CH3:29])[CH:17]=2)[C@@H:10]([NH:34][CH2:35][C:36]2[CH:41]=[CH:40][CH:39]=[CH:38][CH:37]=2)[CH2:9]1)=O)(C)(C)C.C(O)(C(F)(F)F)=O.C([O-])(O)=O.[Na+].